Dataset: Forward reaction prediction with 1.9M reactions from USPTO patents (1976-2016). Task: Predict the product of the given reaction. (1) Given the reactants [CH:1]([C@H:3]1[CH2:7][O:6][C:5]([CH3:9])([CH3:8])[N:4]1[C:10]([O:12][C:13]([CH3:16])([CH3:15])[CH3:14])=[O:11])=[O:2].[CH2:17]([Mg]Br)[CH3:18].[Cl-].[NH4+], predict the reaction product. The product is: [OH:2][CH:1]([C@H:3]1[CH2:7][O:6][C:5]([CH3:9])([CH3:8])[N:4]1[C:10]([O:12][C:13]([CH3:16])([CH3:15])[CH3:14])=[O:11])[CH2:17][CH3:18]. (2) Given the reactants [OH:1][N:2]1[C:6](=O)[CH2:5][CH2:4][C:3]1=O.C(N(CC)CC)C.[Br:16][C:17]([CH3:22])([CH3:21])[C:18](Br)=[O:19], predict the reaction product. The product is: [N:2]1([O:1][C:18](=[O:19])[C:17]([Br:16])([CH3:22])[CH3:21])[CH2:6][CH2:5][CH2:4][CH2:3]1.